The task is: Regression. Given two drug SMILES strings and cell line genomic features, predict the synergy score measuring deviation from expected non-interaction effect.. This data is from NCI-60 drug combinations with 297,098 pairs across 59 cell lines. Drug 1: CC12CCC(CC1=CCC3C2CCC4(C3CC=C4C5=CN=CC=C5)C)O. Drug 2: CS(=O)(=O)CCNCC1=CC=C(O1)C2=CC3=C(C=C2)N=CN=C3NC4=CC(=C(C=C4)OCC5=CC(=CC=C5)F)Cl. Cell line: T-47D. Synergy scores: CSS=7.59, Synergy_ZIP=-3.18, Synergy_Bliss=2.94, Synergy_Loewe=0.835, Synergy_HSA=2.85.